Dataset: Reaction yield outcomes from USPTO patents with 853,638 reactions. Task: Predict the reaction yield, written as a fraction of the theoretical maximum amount of product (1.0 means a 100% yield; for example, 0.34 means a 34% yield). (1) The reactants are N[C:2]1[CH:7]=[CH:6][C:5]([N:8]2[CH2:13][CH2:12][C:11](=[O:14])[CH2:10][CH2:9]2)=[CH:4][CH:3]=1.N([O-])=O.[Na+].OP=O.C(=O)(O)[O-].[Na+]. The catalyst is Cl.O. The product is [C:5]1([N:8]2[CH2:9][CH2:10][C:11](=[O:14])[CH2:12][CH2:13]2)[CH:6]=[CH:7][CH:2]=[CH:3][CH:4]=1. The yield is 0.150. (2) The reactants are [CH2:1]([N:3]([CH3:23])[S:4]([C:7]1[CH:12]=[CH:11][C:10](B2OC(C)(C)C(C)(C)O2)=[CH:9][C:8]=1[CH3:22])(=[O:6])=[O:5])[CH3:2].[NH2:24][C:25]1[C:26]([C:32]2[CH:33]=[C:34]3[C:39](=[CH:40][CH:41]=2)[C:38](=[O:42])[NH:37][CH2:36][CH2:35]3)=[N:27][C:28](Br)=[CH:29][N:30]=1.C([O-])([O-])=O.[Na+].[Na+]. The catalyst is C(O)CCC. The product is [NH2:24][C:25]1[N:30]=[CH:29][C:28]([C:10]2[CH:11]=[CH:12][C:7]([S:4]([N:3]([CH2:1][CH3:2])[CH3:23])(=[O:5])=[O:6])=[C:8]([CH3:22])[CH:9]=2)=[N:27][C:26]=1[C:32]1[CH:33]=[C:34]2[C:39](=[CH:40][CH:41]=1)[C:38](=[O:42])[NH:37][CH2:36][CH2:35]2. The yield is 0.290. (3) The reactants are [C:1]([O:5][C:6]([NH:8][CH:9]([CH2:29][CH2:30][O:31][C:32]1[CH:37]=[CH:36][C:35]([C:38]#[N:39])=[CH:34][CH:33]=1)[CH2:10][N:11]1[CH:16]2[CH2:17][CH2:18][CH:12]1[CH2:13][N:14](C(OCC1C=CC=CC=1)=O)[CH2:15]2)=[O:7])([CH3:4])([CH3:3])[CH3:2]. The catalyst is C(O)C.[Pd]. The product is [C:38]([C:35]1[CH:34]=[CH:33][C:32]([O:31][CH2:30][CH2:29][CH:9]([NH:8][C:6](=[O:7])[O:5][C:1]([CH3:2])([CH3:3])[CH3:4])[CH2:10][N:11]2[CH:12]3[CH2:18][CH2:17][CH:16]2[CH2:15][NH:14][CH2:13]3)=[CH:37][CH:36]=1)#[N:39]. The yield is 0.970. (4) The reactants are [F:1][C:2]1[CH:7]=[CH:6][C:5]([C:8]2[CH:12]=[C:11]([NH2:13])[N:10]([C:14]3[CH:19]=[CH:18][CH:17]=[CH:16][C:15]=3[CH3:20])[N:9]=2)=[CH:4][CH:3]=1.I[C:22]1[CH:30]=[CH:29][CH:28]=[CH:27][C:23]=1[C:24]([OH:26])=[O:25].C(=O)([O-])[O-].[K+].[K+].C(O)(=O)C. The catalyst is CN(C=O)C.C([O-])(=O)C.[Cu+2].C([O-])(=O)C. The product is [F:1][C:2]1[CH:3]=[CH:4][C:5]([C:8]2[CH:12]=[C:11]([NH:13][C:22]3[CH:30]=[CH:29][CH:28]=[CH:27][C:23]=3[C:24]([OH:26])=[O:25])[N:10]([C:14]3[CH:19]=[CH:18][CH:17]=[CH:16][C:15]=3[CH3:20])[N:9]=2)=[CH:6][CH:7]=1. The yield is 0.120. (5) The reactants are [N:1]([C@:4]12[CH2:39][CH2:38][C@@H:37]([C:40]([CH3:42])=[CH2:41])[C@@H:5]1[C@@H:6]1[C@@:19]([CH3:22])([CH2:20][CH2:21]2)[C@@:18]2([CH3:23])[C@@H:9]([C@:10]3([CH3:36])[C@@H:15]([CH2:16][CH2:17]2)[C:14]([CH3:25])([CH3:24])[C:13]([C:26]2[CH:35]=[CH:34][C:29]([C:30]([O:32]C)=[O:31])=[CH:28][CH:27]=2)=[CH:12][CH2:11]3)[CH2:8][CH2:7]1)=[C:2]=[O:3].CN(C)CCNC(=O)N[C@]12CC[C@@H](C(C)=C)[C@@H]1[C@@H]1[C@@](C)(CC2)[C@@]2(C)[C@@H]([C@]3(C)[C@@H](CC2)C(C)(C)C(C2C=CC(C(O)=O)=CC=2)=CC3)CC1.Cl.C([O:93][C:94]([C:96]1([NH2:99])[CH2:98][CH2:97]1)=[O:95])C. No catalyst specified. The product is [C:94]([C:96]1([NH:99][C:2](=[O:3])[NH:1][C@:4]23[CH2:39][CH2:38][C@@H:37]([C:40]([CH3:42])=[CH2:41])[C@@H:5]2[C@@H:6]2[C@@:19]([CH3:22])([CH2:20][CH2:21]3)[C@@:18]3([CH3:23])[C@@H:9]([C@:10]4([CH3:36])[C@@H:15]([CH2:16][CH2:17]3)[C:14]([CH3:25])([CH3:24])[C:13]([C:26]3[CH:27]=[CH:28][C:29]([C:30]([OH:32])=[O:31])=[CH:34][CH:35]=3)=[CH:12][CH2:11]4)[CH2:8][CH2:7]2)[CH2:98][CH2:97]1)([OH:95])=[O:93]. The yield is 0.250.